This data is from Reaction yield outcomes from USPTO patents with 853,638 reactions. The task is: Predict the reaction yield, written as a fraction of the theoretical maximum amount of product (1.0 means a 100% yield; for example, 0.34 means a 34% yield). (1) The reactants are [NH2:1][C:2]1[CH:3]=[N:4][N:5]([CH:7]([C:13]2[CH:18]=[CH:17][CH:16]=[CH:15][CH:14]=2)[C:8]([O:10][CH2:11][CH3:12])=[O:9])[CH:6]=1.[CH3:19][C:20]1([CH3:40])[CH2:28][C:27]2[N:26]([CH2:29][O:30][CH2:31][CH2:32][Si:33]([CH3:36])([CH3:35])[CH3:34])[N:25]=[C:24]([C:37](O)=[O:38])[C:23]=2[CH2:22][CH2:21]1.CN(C(ON1N=NC2C=CC=NC1=2)=[N+](C)C)C.F[P-](F)(F)(F)(F)F.CCN(C(C)C)C(C)C. The catalyst is CN(C)C=O.CCOC(C)=O. The product is [CH3:19][C:20]1([CH3:40])[CH2:28][C:27]2[N:26]([CH2:29][O:30][CH2:31][CH2:32][Si:33]([CH3:35])([CH3:34])[CH3:36])[N:25]=[C:24]([C:37]([NH:1][C:2]3[CH:3]=[N:4][N:5]([CH:7]([C:13]4[CH:18]=[CH:17][CH:16]=[CH:15][CH:14]=4)[C:8]([O:10][CH2:11][CH3:12])=[O:9])[CH:6]=3)=[O:38])[C:23]=2[CH2:22][CH2:21]1. The yield is 0.439. (2) The product is [CH3:6][C:7]1[S:11][C:10]2[CH:12]=[CH:13][CH:14]=[CH:15][C:9]=2[C:8]=1[CH:16]=[O:17]. The catalyst is C(Cl)Cl. The reactants are Cl[Sn](Cl)(Cl)Cl.[CH3:6][C:7]1[S:11][C:10]2[CH:12]=[CH:13][CH:14]=[CH:15][C:9]=2[CH:8]=1.[CH3:16][O:17]C(Cl)Cl.Cl. The yield is 0.980. (3) The reactants are [I-].[CH3:2][N+:3]1([CH3:13])[CH:11]2[CH:6]([CH2:7][CH2:8][CH2:9][CH2:10]2)[CH2:5][CH:4]1[CH3:12].[OH2:14]. No catalyst specified. The product is [OH-:14].[CH3:2][N+:3]1([CH3:13])[CH:11]2[CH:6]([CH2:7][CH2:8][CH2:9][CH2:10]2)[CH2:5][CH:4]1[CH3:12]. The yield is 0.960.